This data is from Catalyst prediction with 721,799 reactions and 888 catalyst types from USPTO. The task is: Predict which catalyst facilitates the given reaction. (1) Reactant: [Br:1][C:2]1[CH:3]=[C:4]([N:9]2[CH2:14][CH2:13][O:12][CH2:11][CH2:10]2)[C:5]([OH:8])=[N:6][CH:7]=1.Cl[C:16]([F:21])([F:20])C([O-])=O.[Na+].[OH-].[Na+]. Product: [Br:1][C:2]1[CH:3]=[C:4]([N:9]2[CH2:14][CH2:13][O:12][CH2:11][CH2:10]2)[C:5]([O:8][CH:16]([F:21])[F:20])=[N:6][CH:7]=1. The catalyst class is: 3. (2) Reactant: [Cl:1][C:2]1[CH:7]=[CH:6][C:5]([CH2:8][C:9]([OH:11])=O)=[CH:4][C:3]=1[F:12].[NH2:13][C:14]1[N:19]=[CH:18][C:17]([N:20]2[CH2:25][CH2:24][N:23]([C:26](=[O:28])[CH3:27])[CH2:22][CH2:21]2)=[CH:16][CH:15]=1.CN(C(ON1N=NC2C=CC=NC1=2)=[N+](C)C)C.F[P-](F)(F)(F)(F)F.CCN(C(C)C)C(C)C. Product: [C:26]([N:23]1[CH2:22][CH2:21][N:20]([C:17]2[CH:16]=[CH:15][C:14]([NH:13][C:9](=[O:11])[CH2:8][C:5]3[CH:6]=[CH:7][C:2]([Cl:1])=[C:3]([F:12])[CH:4]=3)=[N:19][CH:18]=2)[CH2:25][CH2:24]1)(=[O:28])[CH3:27]. The catalyst class is: 3. (3) Reactant: [C:1](Cl)(=[O:4])[CH:2]=[CH2:3].[CH3:6][O:7][C:8]1[CH:13]=[C:12]([C:14]2[CH2:15][CH2:16][N:17]([CH3:20])[CH2:18][CH:19]=2)[C:11]([NH2:21])=[CH:10][C:9]=1[NH:22][C:23]1[N:28]=[C:27]([C:29]2[CH:30]=[N:31][N:32]3[CH:37]=[CH:36][CH:35]=[CH:34][C:33]=23)[CH:26]=[CH:25][N:24]=1.C(N(CC)CC)C. Product: [CH3:6][O:7][C:8]1[C:9]([NH:22][C:23]2[N:28]=[C:27]([C:29]3[CH:30]=[N:31][N:32]4[CH:37]=[CH:36][CH:35]=[CH:34][C:33]=34)[CH:26]=[CH:25][N:24]=2)=[CH:10][C:11]([NH:21][C:1](=[O:4])[CH:2]=[CH2:3])=[C:12]([C:14]2[CH2:15][CH2:16][N:17]([CH3:20])[CH2:18][CH:19]=2)[CH:13]=1. The catalyst class is: 1. (4) Reactant: [Cl:1][C:2]1[CH:7]=[CH:6][C:5]([C:8]2[C:14]3[C:15](=[O:19])[NH:16][CH:17]=[CH:18][C:13]=3[C:12]3[C:20]([CH3:23])=[N:21][O:22][C:11]=3[CH2:10][N:9]=2)=[CH:4][CH:3]=1.[C:24](=O)([O-])[O-].[Cs+].[Cs+].IC. Product: [Cl:1][C:2]1[CH:7]=[CH:6][C:5]([C:8]2[C:14]3[C:15](=[O:19])[N:16]([CH3:24])[CH:17]=[CH:18][C:13]=3[C:12]3[C:20]([CH3:23])=[N:21][O:22][C:11]=3[CH2:10][N:9]=2)=[CH:4][CH:3]=1. The catalyst class is: 291.